Dataset: Catalyst prediction with 721,799 reactions and 888 catalyst types from USPTO. Task: Predict which catalyst facilitates the given reaction. The catalyst class is: 3. Product: [C:24]1([C:23]2[C:7]([C:47]3[CH:48]=[CH:49][C:44]([C:40]4([NH:39][C:37](=[O:38])[O:36][C:32]([CH3:35])([CH3:34])[CH3:33])[CH2:43][CH2:42][CH2:41]4)=[CH:45][CH:46]=3)=[N:8][N:9]3[C:14]([C:15]([F:16])([F:17])[F:18])=[CH:13][C:12]([C:19]([F:20])([F:21])[F:22])=[N:11][C:10]=23)[CH:25]=[CH:26][CH:27]=[CH:28][CH:29]=1. Reactant: FC(F)(F)S(O[C:7]1[C:23]([C:24]2[CH:29]=[CH:28][CH:27]=[CH:26][CH:25]=2)=[C:10]2[N:11]=[C:12]([C:19]([F:22])([F:21])[F:20])[CH:13]=[C:14]([C:15]([F:18])([F:17])[F:16])[N:9]2[N:8]=1)(=O)=O.[C:32]([O:36][C:37]([NH:39][C:40]1([C:44]2[CH:49]=[CH:48][C:47](B(O)O)=[CH:46][CH:45]=2)[CH2:43][CH2:42][CH2:41]1)=[O:38])([CH3:35])([CH3:34])[CH3:33].C(=O)([O-])[O-].[Cs+].[Cs+].CCCCCC.